From a dataset of Forward reaction prediction with 1.9M reactions from USPTO patents (1976-2016). Predict the product of the given reaction. (1) Given the reactants C[O:2][C:3]1[CH:8]=[C:7]([O:9]C)[CH:6]=[CH:5][C:4]=1[C:11]([C:16]1[CH:21]=[CH:20][C:19]([CH:22]([CH3:24])[CH3:23])=[CH:18][CH:17]=1)(O)[CH:12]([CH3:14])[CH3:13].C(=O)([O-])O.[Na+], predict the reaction product. The product is: [CH:22]([C:19]1[CH:18]=[CH:17][C:16]([CH:11]2[C:4]3[CH:5]=[CH:6][C:7]([OH:9])=[CH:8][C:3]=3[O:2][C:12]2([CH3:14])[CH3:13])=[CH:21][CH:20]=1)([CH3:24])[CH3:23]. (2) Given the reactants [F:1][C:2]1[CH:7]=[CH:6][C:5]([F:8])=[CH:4][C:3]=1[C@@H:9]1[CH2:13][C@H:12]([F:14])[CH2:11][N:10]1[C:15]1[CH:20]=[CH:19][N:18]2[N:21]=[CH:22][C:23]([C:24]([NH:26][NH:27][C:28](=[O:33])[C:29]([CH3:32])([CH3:31])[CH3:30])=O)=[C:17]2[N:16]=1.N1C=CC=CC=1.S(OS(C(F)(F)F)(=O)=O)(C(F)(F)F)(=O)=O, predict the reaction product. The product is: [C:29]([C:28]1[O:33][C:24]([C:23]2[CH:22]=[N:21][N:18]3[CH:19]=[CH:20][C:15]([N:10]4[CH2:11][C@@H:12]([F:14])[CH2:13][C@H:9]4[C:3]4[CH:4]=[C:5]([F:8])[CH:6]=[CH:7][C:2]=4[F:1])=[N:16][C:17]=23)=[N:26][N:27]=1)([CH3:31])([CH3:30])[CH3:32].